The task is: Predict the reaction yield, written as a fraction of the theoretical maximum amount of product (1.0 means a 100% yield; for example, 0.34 means a 34% yield).. This data is from Reaction yield outcomes from USPTO patents with 853,638 reactions. The reactants are [N+:1]([C:4]1[CH:5]=[C:6]([C:10]2[O:11][C:12]3[CH:13]=[N:14][CH:15]=[CH:16][C:17]=3[N:18]=2)[CH:7]=[CH:8][CH:9]=1)([O-])=O.[NH4+].[Cl-]. The catalyst is CO.O.[Fe]. The product is [N:18]1[C:17]2[CH:16]=[CH:15][N:14]=[CH:13][C:12]=2[O:11][C:10]=1[C:6]1[CH:5]=[C:4]([NH2:1])[CH:9]=[CH:8][CH:7]=1. The yield is 0.310.